Dataset: Full USPTO retrosynthesis dataset with 1.9M reactions from patents (1976-2016). Task: Predict the reactants needed to synthesize the given product. The reactants are: [CH2:1]([NH:5][C:6]1[C:7]2[N:8]([C:18]([C:21]3[CH:28]=[CH:27][C:24]([CH:25]=O)=[CH:23][CH:22]=3)=[CH:19][N:20]=2)[N:9]=[C:10]([C:12]2[CH:17]=[CH:16][N:15]=[CH:14][CH:13]=2)[CH:11]=1)[CH:2]([CH3:4])[CH3:3].[S].[CH:30]1([NH2:33])[CH2:32][CH2:31]1.C[S:35](C)=O. Given the product [CH:30]1([NH:33][C:25]([C:24]2[CH:27]=[CH:28][C:21]([C:18]3[N:8]4[N:9]=[C:10]([C:12]5[CH:17]=[CH:16][N:15]=[CH:14][CH:13]=5)[CH:11]=[C:6]([NH:5][CH2:1][CH:2]([CH3:4])[CH3:3])[C:7]4=[N:20][CH:19]=3)=[CH:22][CH:23]=2)=[S:35])[CH2:32][CH2:31]1, predict the reactants needed to synthesize it.